From a dataset of NCI-60 drug combinations with 297,098 pairs across 59 cell lines. Regression. Given two drug SMILES strings and cell line genomic features, predict the synergy score measuring deviation from expected non-interaction effect. (1) Drug 1: C1CC(=O)NC(=O)C1N2CC3=C(C2=O)C=CC=C3N. Drug 2: C1=CC(=CC=C1C#N)C(C2=CC=C(C=C2)C#N)N3C=NC=N3. Cell line: SR. Synergy scores: CSS=15.6, Synergy_ZIP=-4.18, Synergy_Bliss=-4.04, Synergy_Loewe=-2.15, Synergy_HSA=-1.36. (2) Drug 1: CC1=C2C(C(=O)C3(C(CC4C(C3C(C(C2(C)C)(CC1OC(=O)C(C(C5=CC=CC=C5)NC(=O)C6=CC=CC=C6)O)O)OC(=O)C7=CC=CC=C7)(CO4)OC(=O)C)O)C)OC(=O)C. Drug 2: CC(C)NC(=O)C1=CC=C(C=C1)CNNC.Cl. Cell line: SK-OV-3. Synergy scores: CSS=38.9, Synergy_ZIP=3.84, Synergy_Bliss=3.38, Synergy_Loewe=-11.7, Synergy_HSA=2.59. (3) Drug 1: C(CC(=O)O)C(=O)CN.Cl. Drug 2: CN(C(=O)NC(C=O)C(C(C(CO)O)O)O)N=O. Cell line: HL-60(TB). Synergy scores: CSS=-6.83, Synergy_ZIP=2.63, Synergy_Bliss=-1.59, Synergy_Loewe=-6.61, Synergy_HSA=-7.36. (4) Drug 1: CS(=O)(=O)CCNCC1=CC=C(O1)C2=CC3=C(C=C2)N=CN=C3NC4=CC(=C(C=C4)OCC5=CC(=CC=C5)F)Cl. Drug 2: C1CC(CCC1OC2=C(C(=CC=C2)Cl)F)(CC3=NC(=CC=C3)NC4=NC=CS4)C(=O)O. Cell line: NCI-H460. Synergy scores: CSS=25.1, Synergy_ZIP=-3.59, Synergy_Bliss=-5.46, Synergy_Loewe=-15.1, Synergy_HSA=-2.01. (5) Drug 1: CNC(=O)C1=CC=CC=C1SC2=CC3=C(C=C2)C(=NN3)C=CC4=CC=CC=N4. Drug 2: CN(CCCl)CCCl.Cl. Cell line: HCT-15. Synergy scores: CSS=9.48, Synergy_ZIP=-4.86, Synergy_Bliss=-2.82, Synergy_Loewe=-7.57, Synergy_HSA=-7.19.